From a dataset of Blood-brain barrier penetration binary classification data from Martins et al.. Regression/Classification. Given a drug SMILES string, predict its absorption, distribution, metabolism, or excretion properties. Task type varies by dataset: regression for continuous measurements (e.g., permeability, clearance, half-life) or binary classification for categorical outcomes (e.g., BBB penetration, CYP inhibition). Dataset: bbb_martins. (1) The molecule is C[C@@H]1C[C@H]2[C@@H]3C[C@H](F)C4=CC(=O)C=C[C@]4(C)[C@@]3(F)[C@@H](O)C[C@]2(C)[C@@]1(O)C(=O)CO. The result is 1 (penetrates BBB). (2) The compound is CC(=O)OCC(=O)C12N=C(C)OC1CC1C3CCC4=CC(=O)C=CC4(C)[C@@]3(F)C(O)CC12C. The result is 1 (penetrates BBB). (3) The molecule is Nc1nc(=O)c2ncn(COCCO)c2[nH]1. The result is 1 (penetrates BBB). (4) The result is 0 (does not penetrate BBB). The compound is CC1OC(O[C@@H]2C=C3CC[C@@H]4[C@H](CC[C@]5(C)[C@@H](c6ccc(=O)oc6)CC[C@]45O)[C@@]3(C)CC2)C(O)C(O)C1O. (5) The molecule is c1ccc(NCCCOc2cccc(CN3CCCCC3)c2)nc1. The result is 1 (penetrates BBB).